This data is from Forward reaction prediction with 1.9M reactions from USPTO patents (1976-2016). The task is: Predict the product of the given reaction. (1) Given the reactants [O:1]=[C:2]1[C:6](=[CH:7][C:8]2[O:12][C:11]([C:13]3[CH:21]=[CH:20][C:16]([C:17]([OH:19])=O)=[CH:15][CH:14]=3)=[CH:10][CH:9]=2)[S:5][C:4](=[S:22])[NH:3]1.[CH3:23][N:24]1[CH2:29][CH2:28][NH:27][CH2:26][CH2:25]1.C1C=CC2N(O)N=NC=2C=1.CCN=C=NCCCN(C)C.CCN(C(C)C)C(C)C, predict the reaction product. The product is: [CH3:23][N:24]1[CH2:29][CH2:28][N:27]([C:17]([C:16]2[CH:15]=[CH:14][C:13]([C:11]3[O:12][C:8]([CH:7]=[C:6]4[S:5][C:4](=[S:22])[NH:3][C:2]4=[O:1])=[CH:9][CH:10]=3)=[CH:21][CH:20]=2)=[O:19])[CH2:26][CH2:25]1. (2) Given the reactants [Cl:1][C:2]1[C:3](=[O:24])[N:4]([CH2:12][CH2:13][C:14]2[CH:23]=[CH:22][C:17]([C:18]([O:20]C)=[O:19])=[CH:16][CH:15]=2)[C:5]([CH:9]([OH:11])[CH3:10])=[C:6]([Cl:8])[CH:7]=1.[CH2:25]([C:27]1[CH:28]=[C:29](O)[CH:30]=[CH:31][CH:32]=1)[CH3:26].C1(P(C2C=CC=CC=2)C2C=CC=CC=2)C=CC=CC=1.N(C(OCC)=O)=NC(OCC)=O, predict the reaction product. The product is: [Cl:1][C:2]1[C:3](=[O:24])[N:4]([CH2:12][CH2:13][C:14]2[CH:15]=[CH:16][C:17]([C:18]([OH:20])=[O:19])=[CH:22][CH:23]=2)[C:5]([CH:9]([O:11][C:31]2[CH:30]=[CH:29][CH:28]=[C:27]([CH2:25][CH3:26])[CH:32]=2)[CH3:10])=[C:6]([Cl:8])[CH:7]=1. (3) Given the reactants [F:1][C:2]([F:30])([F:29])[CH:3]1[CH2:8][CH2:7][CH:6]([O:9][C:10]2[CH:11]=[C:12]3[C:17](=[CH:18][CH:19]=2)[CH:16]=[C:15]([CH2:20][N:21]2[CH2:24][CH:23]([C:25]([O:27]C)=[O:26])[CH2:22]2)[CH:14]=[CH:13]3)[CH2:5][CH2:4]1.[OH-].[Na+].Cl, predict the reaction product. The product is: [F:30][C:2]([F:1])([F:29])[CH:3]1[CH2:4][CH2:5][CH:6]([O:9][C:10]2[CH:11]=[C:12]3[C:17](=[CH:18][CH:19]=2)[CH:16]=[C:15]([CH2:20][N:21]2[CH2:22][CH:23]([C:25]([OH:27])=[O:26])[CH2:24]2)[CH:14]=[CH:13]3)[CH2:7][CH2:8]1. (4) Given the reactants Cl.[CH:2]1([CH2:5][N:6]2[CH2:11][CH2:10][N:9]([C:12]([C@H:14]3[CH2:18][CH2:17][N:16](C(OC(C)(C)C)=O)[CH2:15]3)=[O:13])[CH2:8][CH2:7]2)[CH2:4][CH2:3]1, predict the reaction product. The product is: [CH:2]1([CH2:5][N:6]2[CH2:11][CH2:10][N:9]([C:12]([C@H:14]3[CH2:18][CH2:17][NH:16][CH2:15]3)=[O:13])[CH2:8][CH2:7]2)[CH2:3][CH2:4]1. (5) Given the reactants [C:1]([C:9]1[CH:10]=[N:11][C:12]2[C:17]([C:18]=1[C:19]1[CH:20]=[C:21]([NH:25][CH2:26][C:27]3[CH:32]=[CH:31][C:30]([CH2:33][C:34]([O:36]C)=[O:35])=[CH:29][CH:28]=3)[CH:22]=[CH:23][CH:24]=1)=[CH:16][CH:15]=[CH:14][C:13]=2[C:38]([F:41])([F:40])[F:39])(=[O:8])[C:2]1[CH:7]=[CH:6][CH:5]=[CH:4][CH:3]=1.[CH2:42]=O, predict the reaction product. The product is: [C:1]([C:9]1[CH:10]=[N:11][C:12]2[C:17]([C:18]=1[C:19]1[CH:20]=[C:21]([N:25]([CH2:26][C:27]3[CH:28]=[CH:29][C:30]([CH2:33][C:34]([OH:36])=[O:35])=[CH:31][CH:32]=3)[CH3:42])[CH:22]=[CH:23][CH:24]=1)=[CH:16][CH:15]=[CH:14][C:13]=2[C:38]([F:39])([F:40])[F:41])(=[O:8])[C:2]1[CH:7]=[CH:6][CH:5]=[CH:4][CH:3]=1. (6) Given the reactants [C:1]1([CH:7]2[CH2:11][CH2:10][NH:9][CH2:8]2)[CH:6]=[CH:5][CH:4]=[CH:3][CH:2]=1.[C:12]1([CH2:18][C:19](Cl)=[O:20])[CH:17]=[CH:16][CH:15]=[CH:14][CH:13]=1.C(N(CC)CC)C, predict the reaction product. The product is: [C:12]1([CH2:18][C:19]([N:9]2[CH2:10][CH2:11][CH:7]([C:1]3[CH:6]=[CH:5][CH:4]=[CH:3][CH:2]=3)[CH2:8]2)=[O:20])[CH:17]=[CH:16][CH:15]=[CH:14][CH:13]=1.